Dataset: Reaction yield outcomes from USPTO patents with 853,638 reactions. Task: Predict the reaction yield, written as a fraction of the theoretical maximum amount of product (1.0 means a 100% yield; for example, 0.34 means a 34% yield). (1) The reactants are [CH3:1][C:2]1[C:7]([NH:8][C:9]([C:11]2[CH:12]=[CH:13][C:14]3[C@@:20]4([CH2:26][C:27]5[CH:32]=[CH:31][CH:30]=[CH:29][CH:28]=5)[CH2:21][CH2:22][C@@H:23]([OH:25])[CH2:24][C@H:19]4[CH2:18][CH2:17][CH2:16][C:15]=3[CH:33]=2)=[O:10])=[CH:6][CH:5]=[CH:4][N:3]=1.[CH3:34][C:35]1[C:40]([NH:41][C:42]([C:44]2[CH:45]=[CH:46][C:47]3[C@:53]4([CH2:59][C:60]5[CH:65]=[CH:64][CH:63]=[CH:62][CH:61]=5)[CH2:54][CH2:55][C@H:56]([OH:58])[CH2:57][C@@H:52]4[CH2:51][CH2:50][CH2:49][C:48]=3[CH:66]=2)=[O:43])=[CH:39][CH:38]=[CH:37][N:36]=1.C1(P(C2C=CC=CC=2)C2C=CC=CC=2)C=CC=CC=1.C1C=CC(COC(/N=N/C(OCC2C=CC=CC=2)=O)=O)=CC=1.[N+](C1C=CC(C(O)=O)=CC=1)([O-])=O.[OH-].[Na+]. The catalyst is C1COCC1. The product is [CH3:1][C:2]1[C:7]([NH:8][C:9]([C:11]2[CH:12]=[CH:13][C:14]3[C@@:20]4([CH2:26][C:27]5[CH:28]=[CH:29][CH:30]=[CH:31][CH:32]=5)[CH2:21][CH2:22][C@H:23]([OH:25])[CH2:24][C@H:19]4[CH2:18][CH2:17][CH2:16][C:15]=3[CH:33]=2)=[O:10])=[CH:6][CH:5]=[CH:4][N:3]=1.[CH3:34][C:35]1[C:40]([NH:41][C:42]([C:44]2[CH:45]=[CH:46][C:47]3[C@:53]4([CH2:59][C:60]5[CH:61]=[CH:62][CH:63]=[CH:64][CH:65]=5)[CH2:54][CH2:55][C@@H:56]([OH:58])[CH2:57][C@@H:52]4[CH2:51][CH2:50][CH2:49][C:48]=3[CH:66]=2)=[O:43])=[CH:39][CH:38]=[CH:37][N:36]=1. The yield is 0.180. (2) The reactants are [F:1][C:2]([F:18])([F:17])[C:3]1[O:7][N:6]=[C:5]([C:8]2[S:12][C:11]([C:13]([OH:15])=O)=[CH:10][CH:9]=2)[C:4]=1[CH3:16].[CH3:19][NH:20][C:21]([C@@H:23]1[CH2:28][CH2:27][CH2:26][NH:25][CH2:24]1)=[O:22].C1COCC1. The catalyst is C(N(CC)CC)C. The product is [CH3:19][NH:20][C:21]([C@@H:23]1[CH2:28][CH2:27][CH2:26][N:25]([C:13]([C:11]2[S:12][C:8]([C:5]3[C:4]([CH3:16])=[C:3]([C:2]([F:1])([F:18])[F:17])[O:7][N:6]=3)=[CH:9][CH:10]=2)=[O:15])[CH2:24]1)=[O:22]. The yield is 0.860. (3) The reactants are C(OC1C=CC([C@@H](O[Si](C(C)(C)C)(C)C)CN(C(OC(C)(C)C)=O)CCCCNC(C2C=C(C(O)(C3C=CC=CC=3)C(OCC3CCN(C(OCC4C=CC=CC=4)=O)CC3)=O)C=CC=2)=O)=C2C=1NC(=O)C=C2)C1C=CC=CC=1.[C:79]([O:83][C:84]([NH:86][CH2:87][C:88]1[CH:112]=[CH:111][C:91]([CH2:92][O:93][C:94]2[CH:99]=[CH:98][C:97]([C:100]([OH:110])([C:104]3[CH:109]=[CH:108][CH:107]=[CH:106][CH:105]=3)[C:101]([OH:103])=[O:102])=[CH:96][CH:95]=2)=[CH:90][CH:89]=1)=[O:85])([CH3:82])([CH3:81])[CH3:80].C1N=CN(C(N2C=NC=C2)=O)C=1.[CH2:125]([N:132]1[CH2:137][CH2:136][CH:135]([CH2:138]O)[CH2:134][CH2:133]1)[C:126]1[CH:131]=[CH:130][CH:129]=[CH:128][CH:127]=1. No catalyst specified. The product is [C:79]([O:83][C:84]([NH:86][CH2:87][C:88]1[CH:112]=[CH:111][C:91]([CH2:92][O:93][C:94]2[CH:99]=[CH:98][C:97]([C:100]([OH:110])([C:104]3[CH:109]=[CH:108][CH:107]=[CH:106][CH:105]=3)[C:101]([O:103][CH2:138][CH:135]3[CH2:134][CH2:133][N:132]([CH2:125][C:126]4[CH:131]=[CH:130][CH:129]=[CH:128][CH:127]=4)[CH2:137][CH2:136]3)=[O:102])=[CH:96][CH:95]=2)=[CH:90][CH:89]=1)=[O:85])([CH3:82])([CH3:80])[CH3:81]. The yield is 0.588.